The task is: Predict the reactants needed to synthesize the given product.. This data is from Full USPTO retrosynthesis dataset with 1.9M reactions from patents (1976-2016). (1) Given the product [Cl:1][C:2]1[C:3]([F:25])=[C:4]([CH2:8][N:9]2[CH:13]=[CH:12][C:11]([NH2:14])=[N:10]2)[CH:5]=[CH:6][CH:7]=1, predict the reactants needed to synthesize it. The reactants are: [Cl:1][C:2]1[C:3]([F:25])=[C:4]([CH2:8][N:9]2[CH:13]=[CH:12][C:11]([N:14]3C(=O)C4C(=CC=CC=4)C3=O)=[N:10]2)[CH:5]=[CH:6][CH:7]=1.O.NN. (2) Given the product [CH2:30]([O:29][CH2:28][N:6]([C:4](=[O:5])[C:3]1[C:22]([F:26])=[CH:23][CH:24]=[CH:25][C:2]=1[F:1])[C:7]([NH:9][C:10]1[CH:15]=[CH:14][C:13]([S:16][C:17]([F:19])([F:18])[F:20])=[CH:12][C:11]=1[F:21])=[O:8])[C:31]1[CH:36]=[CH:35][CH:34]=[CH:33][CH:32]=1, predict the reactants needed to synthesize it. The reactants are: [F:1][C:2]1[CH:25]=[CH:24][CH:23]=[C:22]([F:26])[C:3]=1[C:4]([NH:6][C:7]([NH:9][C:10]1[CH:15]=[CH:14][C:13]([S:16][C:17]([F:20])([F:19])[F:18])=[CH:12][C:11]=1[F:21])=[O:8])=[O:5].Cl[CH2:28][O:29][CH2:30][C:31]1[CH:36]=[CH:35][CH:34]=[CH:33][CH:32]=1.[H-].[Na+].O.